Dataset: Reaction yield outcomes from USPTO patents with 853,638 reactions. Task: Predict the reaction yield, written as a fraction of the theoretical maximum amount of product (1.0 means a 100% yield; for example, 0.34 means a 34% yield). (1) The yield is 0.870. The reactants are [C:1]([O:5][CH:6]([C:11]1[CH:16]=[C:15]([N+:17]([O-])=O)[C:14]([O:20][C:21]2[CH:26]=[CH:25][CH:24]=[CH:23][CH:22]=2)=[CH:13][C:12]=1[C:27]1[CH:28]=[CH:29][C:30]2[O:35][CH2:34][CH2:33][CH2:32][C:31]=2[CH:36]=1)[C:7]([O:9][CH3:10])=[O:8])([CH3:4])([CH3:3])[CH3:2]. The catalyst is [Pd].CO. The product is [NH2:17][C:15]1[C:14]([O:20][C:21]2[CH:22]=[CH:23][CH:24]=[CH:25][CH:26]=2)=[CH:13][C:12]([C:27]2[CH:28]=[CH:29][C:30]3[O:35][CH2:34][CH2:33][CH2:32][C:31]=3[CH:36]=2)=[C:11]([CH:6]([O:5][C:1]([CH3:3])([CH3:4])[CH3:2])[C:7]([O:9][CH3:10])=[O:8])[CH:16]=1. (2) The reactants are [CH3:1][O:2][N:3]1[CH2:8][CH:7]=[C:6]([C:9]2[CH:14]=[CH:13][C:12]([NH2:15])=[CH:11][CH:10]=2)[CH2:5][CH2:4]1. The catalyst is CO.[Pd]. The product is [CH3:1][O:2][N:3]1[CH2:8][CH2:7][CH:6]([C:9]2[CH:10]=[CH:11][C:12]([NH2:15])=[CH:13][CH:14]=2)[CH2:5][CH2:4]1. The yield is 0.920. (3) The reactants are [CH2:1]([C:3]1[C:8](=[O:9])[N:7]2[N:10]=[CH:11][C:12]([CH:13]=O)=[C:6]2[NH:5][C:4]=1[CH3:15])[CH3:2].Cl.[NH2:17][OH:18]. The catalyst is Cl.C(O)C. The product is [CH2:1]([C:3]1[C:8](=[O:9])[N:7]2[N:10]=[CH:11][C:12](/[CH:13]=[N:17]/[OH:18])=[C:6]2[NH:5][C:4]=1[CH3:15])[CH3:2]. The yield is 0.930. (4) The reactants are FC(F)(F)C(O)=O.[CH:8]1[C:17]2[C:12](=[CH:13][CH:14]=[CH:15][CH:16]=2)[CH2:11][CH2:10][C:9]=1[C:18]1[CH:19]=[C:20]2[C:25](=[C:26]([O:28]COCC[Si](C)(C)C)[CH:27]=1)[N:24]=[CH:23][N:22](COCC[Si](C)(C)C)[C:21]2=[O:45]. The catalyst is ClCCl. The product is [CH:8]1[C:17]2[C:12](=[CH:13][CH:14]=[CH:15][CH:16]=2)[CH2:11][CH2:10][C:9]=1[C:18]1[CH:19]=[C:20]2[C:25](=[C:26]([OH:28])[CH:27]=1)[N:24]=[CH:23][NH:22][C:21]2=[O:45]. The yield is 0.420. (5) The reactants are [N:1]1[C:8]([Cl:9])=[N:7][C:5](Cl)=[N:4][C:2]=1[Cl:3].[NH2:10][C:11]1[CH:12]=[C:13]([CH:25]=[CH:26][C:27]=1[CH3:28])[C:14]([NH:16][CH2:17][CH2:18][C:19]1[CH:24]=[CH:23][CH:22]=[CH:21][CH:20]=1)=[O:15]. The catalyst is CC(C)=O. The product is [Cl:9][C:8]1[N:1]=[C:2]([Cl:3])[N:4]=[C:5]([NH:10][C:11]2[CH:12]=[C:13]([CH:25]=[CH:26][C:27]=2[CH3:28])[C:14]([NH:16][CH2:17][CH2:18][C:19]2[CH:24]=[CH:23][CH:22]=[CH:21][CH:20]=2)=[O:15])[N:7]=1. The yield is 0.940.